From a dataset of Forward reaction prediction with 1.9M reactions from USPTO patents (1976-2016). Predict the product of the given reaction. (1) Given the reactants OCCN1CCN(CC(NC2C(SC)=NC(C)=CC=2SC)=O)CC1.O[CH2:26][CH2:27][N:28]1[CH2:33][CH2:32][N:31]([CH2:34][C:35]([NH:37][C:38]2[C:39]([N:51]3[CH2:56][CH2:55][O:54][CH2:53][CH2:52]3)=[N:40][C:41]([CH3:50])=[CH:42][C:43]=2[N:44]2[CH2:49][CH2:48][O:47][CH2:46][CH2:45]2)=[O:36])[CH2:30][CH2:29]1.SC1NC2C=CC=CC=2N=1.[SH:67][C:68]1[O:69][C:70]2[C:76]([C:77]([F:80])([F:79])[F:78])=[CH:75][CH:74]=[CH:73][C:71]=2[N:72]=1, predict the reaction product. The product is: [F:78][C:77]([F:80])([F:79])[C:76]1[C:70]2[O:69][C:68]([S:67][CH2:26][CH2:27][N:28]3[CH2:29][CH2:30][N:31]([CH2:34][C:35]([NH:37][C:38]4[C:39]([N:51]5[CH2:56][CH2:55][O:54][CH2:53][CH2:52]5)=[N:40][C:41]([CH3:50])=[CH:42][C:43]=4[N:44]4[CH2:45][CH2:46][O:47][CH2:48][CH2:49]4)=[O:36])[CH2:32][CH2:33]3)=[N:72][C:71]=2[CH:73]=[CH:74][CH:75]=1. (2) Given the reactants Br[C:2]1[CH:3]=[CH:4][C:5]([Cl:33])=[C:6]([CH:32]=1)[CH2:7][N:8]1[C:16](=[O:17])[NH:15][C:14]2[C:9]1=[N:10][C:11]([NH:18][CH2:19][C@@H:20]1[CH2:24][CH2:23][N:22]([C:25]([O:27][C:28]([CH3:31])([CH3:30])[CH3:29])=[O:26])[CH2:21]1)=[N:12][CH:13]=2.O1CCOCC1.[C:40]1(B(O)O)[CH:45]=[CH:44][CH:43]=[CH:42][CH:41]=1.C(=O)([O-])[O-].[Cs+].[Cs+], predict the reaction product. The product is: [Cl:33][C:5]1[CH:4]=[CH:3][C:2]([C:40]2[CH:45]=[CH:44][CH:43]=[CH:42][CH:41]=2)=[CH:32][C:6]=1[CH2:7][N:8]1[C:16](=[O:17])[NH:15][C:14]2[C:9]1=[N:10][C:11]([NH:18][CH2:19][C@@H:20]1[CH2:24][CH2:23][N:22]([C:25]([O:27][C:28]([CH3:31])([CH3:30])[CH3:29])=[O:26])[CH2:21]1)=[N:12][CH:13]=2.